Predict the product of the given reaction. From a dataset of Forward reaction prediction with 1.9M reactions from USPTO patents (1976-2016). (1) Given the reactants [CH:1]1([C@@H:6]2[NH:11][C:10](=[O:12])[C@H:9]([CH2:13][CH:14]([CH3:16])[CH3:15])[NH:8][CH2:7]2)[CH2:5][CH2:4][CH2:3][CH2:2]1.[Cl:17][C:18]1[CH:23]=[CH:22][C:21]([C@@H:24]2[CH2:26][C@H:25]2[C:27](O)=[O:28])=[CH:20][CH:19]=1.C([C@@H]1N(C(=O)/C=C/C2C=CC=CC=2)C[C@H](CC(C)C)NC1=O)C(C)C, predict the reaction product. The product is: [Cl:17][C:18]1[CH:19]=[CH:20][C:21]([C@@H:24]2[CH2:26][C@H:25]2[C:27]([N:8]2[CH2:7][C@H:6]([CH:1]3[CH2:2][CH2:3][CH2:4][CH2:5]3)[NH:11][C:10](=[O:12])[C@@H:9]2[CH2:13][CH:14]([CH3:16])[CH3:15])=[O:28])=[CH:22][CH:23]=1. (2) Given the reactants [H-].C([Al+]CC(C)C)C(C)C.[C:11]([O:15][C:16]([NH:18][C@@H:19]1[CH2:25][CH2:24][C@@H:23]([C:26]2[CH:31]=[CH:30][CH:29]=[C:28]([F:32])[C:27]=2[F:33])[CH2:22][N:21]2[C:34]([CH2:37][C:38](OC)=[O:39])=[CH:35][N:36]=[C:20]12)=[O:17])([CH3:14])([CH3:13])[CH3:12].C(C(C(C([O-])=O)O)O)([O-])=O.[Na+].[K+], predict the reaction product. The product is: [F:33][C:27]1[C:28]([F:32])=[CH:29][CH:30]=[CH:31][C:26]=1[C@H:23]1[CH2:22][N:21]2[C:34]([CH2:37][CH2:38][OH:39])=[CH:35][N:36]=[C:20]2[C@H:19]([NH:18][C:16](=[O:17])[O:15][C:11]([CH3:13])([CH3:12])[CH3:14])[CH2:25][CH2:24]1.